Task: Predict the product of the given reaction.. Dataset: Forward reaction prediction with 1.9M reactions from USPTO patents (1976-2016) Given the reactants C(OC(C1NN=C(COC2C=CC=CC=2)C=1)=O)C.C(OC(=O)N[C@@H](C)CO)(C)(C)C.C(OC([C:36]1[N:37]([CH2:49][CH:50]([NH:52][C:53](OC(C)(C)C)=O)[CH3:51])[N:38]=[C:39]([CH2:41][O:42][C:43]2[CH:48]=[CH:47][CH:46]=[CH:45][CH:44]=2)[CH:40]=1)=O)C.CC1CN2N=C(COC3C=CC=CC=3)C=C2C(=O)N1.CC1CN2N=C(COC3C=CC=CC=3)C=C2CN1, predict the reaction product. The product is: [CH3:51][C@H:50]1[CH2:49][N:37]2[N:38]=[C:39]([CH2:41][O:42][C:43]3[CH:44]=[CH:45][CH:46]=[CH:47][CH:48]=3)[CH:40]=[C:36]2[CH2:53][NH:52]1.